From a dataset of Forward reaction prediction with 1.9M reactions from USPTO patents (1976-2016). Predict the product of the given reaction. (1) Given the reactants [CH3:1][O:2][CH2:3][C:4]1[NH:8][C:7]2[CH:9]=[CH:10][CH:11]=[C:12]([C:13]([OH:16])([CH3:15])[CH3:14])[C:6]=2[N:5]=1.Br[CH2:18][C:19]1[CH:38]=[CH:37][C:22]2/[C:23](=[C:33](/[CH3:36])\[C:34]#[N:35])/[C:24]3[CH:31]=[CH:30][C:29]([F:32])=[CH:28][C:25]=3[O:26][CH2:27][C:21]=2[CH:20]=1, predict the reaction product. The product is: [F:32][C:29]1[CH:30]=[CH:31][C:24]2=[C:25]([CH:28]=1)[O:26][CH2:27][C:21]1[CH:20]=[C:19]([CH2:18][N:8]3[C:7]4[CH:9]=[CH:10][CH:11]=[C:12]([C:13]([OH:16])([CH3:14])[CH3:15])[C:6]=4[N:5]=[C:4]3[CH2:3][O:2][CH3:1])[CH:38]=[CH:37][C:22]=1/[C:23]/2=[C:33](/[CH3:36])\[C:34]#[N:35]. (2) Given the reactants [CH:1]([C:4]1[CH:12]=[CH:11][C:7]([C:8]([OH:10])=[O:9])=[C:6]([O:13]COC)[CH:5]=1)([CH3:3])[CH3:2].[C:17](Cl)(=O)C.Cl.C[Si](C=[N+]=[N-])(C)C, predict the reaction product. The product is: [CH:1]([C:4]1[CH:12]=[CH:11][C:7]([C:8]([O:10][CH3:17])=[O:9])=[C:6]([OH:13])[CH:5]=1)([CH3:3])[CH3:2]. (3) Given the reactants [CH3:1][O:2][C:3]1[CH:8]=[CH:7][C:6]([C:9]2[O:10][CH:11]=[C:12]([CH2:14][CH2:15][NH2:16])[N:13]=2)=[CH:5][CH:4]=1.[F:17][C:18]([F:34])([F:33])[C:19]1[O:23][N:22]=[C:21]([C:24]2[CH:25]=[N:26][CH:27]=[C:28]([CH:32]=2)[C:29](O)=[O:30])[N:20]=1, predict the reaction product. The product is: [CH3:1][O:2][C:3]1[CH:4]=[CH:5][C:6]([C:9]2[O:10][CH:11]=[C:12]([CH2:14][CH2:15][NH:16][C:29](=[O:30])[C:28]3[CH:32]=[C:24]([C:21]4[N:20]=[C:19]([C:18]([F:34])([F:33])[F:17])[O:23][N:22]=4)[CH:25]=[N:26][CH:27]=3)[N:13]=2)=[CH:7][CH:8]=1. (4) The product is: [C:1]([C:3]1[CH:8]=[CH:7][N:6]=[C:5]([C:9]([NH:12][C:13]2[CH:14]=[C:15]3[C:19](=[CH:20][CH:21]=2)[NH:18][CH:17]=[C:16]3[CH:22]2[CH2:23][CH2:24][N:25]([C:28]([CH:30]3[CH2:31][CH2:32][CH2:33][CH2:34]3)=[O:29])[CH2:26][CH2:27]2)=[O:11])[CH:4]=1)#[N:2]. Given the reactants [C:1]([C:3]1[CH:8]=[CH:7][N:6]=[C:5]([C:9]([OH:11])=O)[CH:4]=1)#[N:2].[NH2:12][C:13]1[CH:14]=[C:15]2[C:19](=[CH:20][CH:21]=1)[NH:18][CH:17]=[C:16]2[CH:22]1[CH2:27][CH2:26][N:25]([C:28]([CH:30]2[CH2:34][CH2:33][CH2:32][CH2:31]2)=[O:29])[CH2:24][CH2:23]1.F[B-](F)(F)F.N1(OC(N(C)C)=[N+](C)C)C2C=CC=CC=2N=N1.C(N(C(C)C)CC)(C)C, predict the reaction product. (5) Given the reactants [S:1]1[CH2:5][C:4](=[O:6])[NH:3][C:2]1=[O:7].[OH:8][C:9]1[CH:10]=[C:11]([CH:14]=[CH:15][C:16]=1[N+:17]([O-:19])=[O:18])[CH:12]=O.N1CCCCC1, predict the reaction product. The product is: [OH:8][C:9]1[CH:10]=[C:11]([CH:14]=[CH:15][C:16]=1[N+:17]([O-:19])=[O:18])[CH:12]=[C:5]1[S:1][C:2](=[O:7])[NH:3][C:4]1=[O:6]. (6) Given the reactants [CH3:1][C:2]([CH2:17][CH2:18][CH:19]=[C:20]([CH3:22])[CH3:21])=[CH:3][CH2:4][O:5][C:6]1[CH:11]=[CH:10][C:9]([CH2:12][CH2:13][C:14](O)=[O:15])=[CH:8][CH:7]=1.C(N1C=CN=C1)(N1C=CN=C1)=O.N1C=CN=C1.[H-].[Na+].[NH2:42][C:43]1[S:44][S:45][C:46](=[S:48])[N:47]=1, predict the reaction product. The product is: [CH3:1][C:2]([CH2:17][CH2:18][CH:19]=[C:20]([CH3:22])[CH3:21])=[CH:3][CH2:4][O:5][C:6]1[CH:11]=[CH:10][C:9]([CH2:12][CH2:13][C:14]([NH:42][C:43]2[S:44][S:45][C:46](=[S:48])[N:47]=2)=[O:15])=[CH:8][CH:7]=1. (7) Given the reactants [Br:1][C:2]1[CH:7]=[C:6]([NH:8][C:9]([CH3:14])([CH3:13])[CH2:10][CH2:11][OH:12])[C:5]([N+:15]([O-:17])=[O:16])=[CH:4][N:3]=1.[O:18]1[CH:23]=[CH:22][CH2:21][CH2:20][CH2:19]1.C1(C)C=CC(S(O)(=O)=O)=CC=1, predict the reaction product. The product is: [Br:1][C:2]1[CH:7]=[C:6]([NH:8][C:9]([CH3:14])([CH3:13])[CH2:10][CH2:11][O:12][CH:19]2[CH2:20][CH2:21][CH2:22][CH2:23][O:18]2)[C:5]([N+:15]([O-:17])=[O:16])=[CH:4][N:3]=1. (8) Given the reactants [OH-:1].[K+].Cl[C:4]1[CH:9]=[CH:8][C:7]([S:10][C:11]([F:14])([F:13])[F:12])=[CH:6][N:5]=1.Cl, predict the reaction product. The product is: [OH:1][C:4]1[CH:9]=[CH:8][C:7]([S:10][C:11]([F:14])([F:13])[F:12])=[CH:6][N:5]=1.